Dataset: Full USPTO retrosynthesis dataset with 1.9M reactions from patents (1976-2016). Task: Predict the reactants needed to synthesize the given product. (1) Given the product [C:45]([O:44][C:43]([NH:42][CH2:41][CH2:40][O:39][CH2:38][CH2:37][NH:36][C:4]1[C:3]([CH3:13])=[C:2]([Cl:1])[N:7]=[C:6]([O:8][S:23]([C:22]([F:35])([F:34])[F:21])(=[O:25])=[O:24])[C:5]=1[N+:9]([O-:11])=[O:10])=[O:49])([CH3:48])([CH3:47])[CH3:46], predict the reactants needed to synthesize it. The reactants are: [Cl:1][C:2]1[NH:7][C:6](=[O:8])[C:5]([N+:9]([O-:11])=[O:10])=[C:4](O)[C:3]=1[CH3:13].C(N(CC)CC)C.[F:21][C:22]([F:35])([F:34])[S:23](O[S:23]([C:22]([F:35])([F:34])[F:21])(=[O:25])=[O:24])(=[O:25])=[O:24].[NH2:36][CH2:37][CH2:38][O:39][CH2:40][CH2:41][NH:42][C:43](=[O:49])[O:44][C:45]([CH3:48])([CH3:47])[CH3:46]. (2) The reactants are: [Cl:1][C:2]1[CH:7]=[CH:6][C:5]([C:8]2[CH:17]=[N:16][CH:15]=[C:14]3[C:9]=2[CH:10]=[C:11]([C:18]([OH:20])=O)[CH:12]=[N:13]3)=[CH:4][CH:3]=1.C(Cl)(=O)C(Cl)=O.Cl.[CH3:28][S:29]([C:32]1[CH:37]=[CH:36][C:35]([CH2:38][NH2:39])=[CH:34][CH:33]=1)(=[O:31])=[O:30].C(N(CC)CC)C. Given the product [Cl:1][C:2]1[CH:3]=[CH:4][C:5]([C:8]2[CH:17]=[N:16][CH:15]=[C:14]3[C:9]=2[CH:10]=[C:11]([C:18]([NH:39][CH2:38][C:35]2[CH:34]=[CH:33][C:32]([S:29]([CH3:28])(=[O:31])=[O:30])=[CH:37][CH:36]=2)=[O:20])[CH:12]=[N:13]3)=[CH:6][CH:7]=1, predict the reactants needed to synthesize it. (3) Given the product [CH2:10]([O:9][C:7](=[O:8])[CH:2]([NH:1][C:17]([O:19][CH2:20][C:21]1[CH:22]=[CH:23][CH:24]=[CH:25][CH:26]=1)=[O:18])[CH2:3][CH:4]=[O:5])[C:11]1[CH:16]=[CH:15][CH:14]=[CH:13][CH:12]=1, predict the reactants needed to synthesize it. The reactants are: [NH:1]([C:17]([O:19][CH2:20][C:21]1[CH:26]=[CH:25][CH:24]=[CH:23][CH:22]=1)=[O:18])[C@H:2]([C:7]([O:9][CH2:10][C:11]1[CH:16]=[CH:15][CH:14]=[CH:13][CH:12]=1)=[O:8])[CH2:3][C:4](=O)[OH:5].C(Cl)(=O)C(Cl)=O.C([SnH](CCCC)CCCC)CCC. (4) Given the product [Cl:36][C:34]1[CH:33]=[CH:32][C:31]([NH:37][S:38]([C:41]([F:44])([F:43])[F:42])(=[O:40])=[O:39])=[C:30]([C:27](=[N:12][O:11][CH2:10][CH:7]2[CH2:9][CH2:8]2)[CH3:28])[CH:35]=1, predict the reactants needed to synthesize it. The reactants are: CN(C)CCN.[CH:7]1([CH2:10][O:11][N:12]2C(=O)C3=CC=CC=C3C2=O)[CH2:9][CH2:8]1.C(O)(=O)C.[C:27]([C:30]1[CH:35]=[C:34]([Cl:36])[CH:33]=[CH:32][C:31]=1[NH:37][S:38]([C:41]([F:44])([F:43])[F:42])(=[O:40])=[O:39])(=O)[CH3:28]. (5) The reactants are: [Cl:1][C:2]1[CH:11]=[CH:10][C:5]([C:6]([NH:8][NH2:9])=[O:7])=[CH:4][CH:3]=1.[CH2:12]([N:15]=[C:16]=[O:17])[CH:13]=[CH2:14]. Given the product [Cl:1][C:2]1[CH:11]=[CH:10][C:5]([C:6]([NH:8][NH:9][C:16]([NH:15][CH2:12][CH:13]=[CH2:14])=[O:17])=[O:7])=[CH:4][CH:3]=1, predict the reactants needed to synthesize it. (6) The reactants are: [NH2:1][C:2]1[CH:7]=[CH:6][N:5]=[CH:4][CH:3]=1.[N:8]1[CH:13]=[CH:12][CH:11]=[C:10]([C:14]2[N:18]([C:19]3[CH:27]=[CH:26][C:22]([C:23](O)=[O:24])=[CH:21][CH:20]=3)[N:17]=[C:16]([C:28]([F:31])([F:30])[F:29])[CH:15]=2)[CH:9]=1.Cl.CN(C)CCCN=C=NCC.CN(C1C=CC=CN=1)C. Given the product [N:5]1[CH:6]=[CH:7][C:2]([NH:1][C:23](=[O:24])[C:22]2[CH:26]=[CH:27][C:19]([N:18]3[C:14]([C:10]4[CH:9]=[N:8][CH:13]=[CH:12][CH:11]=4)=[CH:15][C:16]([C:28]([F:31])([F:30])[F:29])=[N:17]3)=[CH:20][CH:21]=2)=[CH:3][CH:4]=1, predict the reactants needed to synthesize it. (7) Given the product [CH3:33][C:23]1[CH:28]=[CH:27][C:26]([S:29]([O:8][CH2:1][CH2:2][CH:3]=[CH:4][CH:5]=[CH2:6])(=[O:31])=[O:30])=[CH:25][CH:24]=1, predict the reactants needed to synthesize it. The reactants are: [C:1]([O:8]CC)(=O)[CH2:2][CH:3]=[CH:4][CH:5]=[CH2:6].[H-].[Al+3].[Li+].[H-].[H-].[H-].N1C=CC=CC=1.[C:23]1([CH3:33])[CH:28]=[CH:27][C:26]([S:29](Cl)(=[O:31])=[O:30])=[CH:25][CH:24]=1. (8) Given the product [CH3:1][N:2]1[C:6]([C:7]2[CH:8]=[C:9]([CH:22]=[CH:23][CH:24]=2)[CH2:10][CH2:11][O:12][CH2:13][CH2:14][C:15]([OH:17])=[O:16])=[N:5][N:4]=[N:3]1, predict the reactants needed to synthesize it. The reactants are: [CH3:1][N:2]1[C:6]([C:7]2[CH:8]=[C:9]([CH:22]=[CH:23][CH:24]=2)[CH2:10][CH2:11][O:12][CH2:13][CH2:14][C:15]([O:17]C(C)(C)C)=[O:16])=[N:5][N:4]=[N:3]1.C(O)(C(F)(F)F)=O.